From a dataset of Forward reaction prediction with 1.9M reactions from USPTO patents (1976-2016). Predict the product of the given reaction. (1) Given the reactants [Cl:1][C:2]1[CH:3]=[C:4]2[C:8](=[CH:9][CH:10]=1)[N:7]([C:11]1[CH:16]=[CH:15][CH:14]=[C:13]([C:17]([F:20])([F:19])[F:18])[CH:12]=1)[C:6]([C:21](=O)[CH2:22][CH2:23][CH2:24][CH2:25][CH2:26][CH3:27])=[CH:5]2.[NH2:29][C:30]1[CH:39]=[CH:38][C:33]([C:34]([O:36][CH3:37])=[O:35])=[CH:32][CH:31]=1.C(=O)([O-])O.[Na+].C([BH3-])#N.[Na+], predict the reaction product. The product is: [Cl:1][C:2]1[CH:3]=[C:4]2[C:8](=[CH:9][CH:10]=1)[N:7]([C:11]1[CH:16]=[CH:15][CH:14]=[C:13]([C:17]([F:19])([F:18])[F:20])[CH:12]=1)[C:6]([CH:21]([NH:29][C:30]1[CH:31]=[CH:32][C:33]([C:34]([O:36][CH3:37])=[O:35])=[CH:38][CH:39]=1)[CH2:22][CH2:23][CH2:24][CH2:25][CH2:26][CH3:27])=[CH:5]2. (2) Given the reactants [Cl:1][C:2]1[CH:3]=[C:4]([CH:8]2[C:16]3[C:11](=[CH:12][CH:13]=[CH:14][CH:15]=3)[NH:10][CH2:9]2)[CH:5]=[CH:6][CH:7]=1.CCN(C(C)C)C(C)C.[CH3:26][S:27](Cl)(=[O:29])=[O:28], predict the reaction product. The product is: [CH3:26][S:27]([N:10]1[C:11]2[C:16](=[CH:15][CH:14]=[CH:13][CH:12]=2)[CH:8]([C:4]2[CH:5]=[CH:6][CH:7]=[C:2]([Cl:1])[CH:3]=2)[CH2:9]1)(=[O:29])=[O:28].